Dataset: Forward reaction prediction with 1.9M reactions from USPTO patents (1976-2016). Task: Predict the product of the given reaction. Given the reactants O=[C:2]1[C:6]2[NH:7][C:8]([C:10]([O:12][CH3:13])=[O:11])=[CH:9][C:5]=2[CH2:4][CH2:3]1.[C:14]1([CH2:24][CH2:25][Mg]Cl)[C:23]2[C:18](=[CH:19][CH:20]=[CH:21][CH:22]=2)[CH:17]=[CH:16][CH:15]=1, predict the reaction product. The product is: [C:14]1([CH2:24][CH2:25][CH:2]2[C:6]3[NH:7][C:8]([C:10]([O:12][CH3:13])=[O:11])=[CH:9][C:5]=3[CH2:4][CH2:3]2)[C:23]2[C:18](=[CH:19][CH:20]=[CH:21][CH:22]=2)[CH:17]=[CH:16][CH:15]=1.